Task: Regression. Given two drug SMILES strings and cell line genomic features, predict the synergy score measuring deviation from expected non-interaction effect.. Dataset: NCI-60 drug combinations with 297,098 pairs across 59 cell lines (1) Drug 1: C1=NNC2=C1C(=O)NC=N2. Drug 2: CC1C(C(CC(O1)OC2CC(CC3=C2C(=C4C(=C3O)C(=O)C5=CC=CC=C5C4=O)O)(C(=O)C)O)N)O. Cell line: HS 578T. Synergy scores: CSS=45.2, Synergy_ZIP=1.33, Synergy_Bliss=1.06, Synergy_Loewe=-41.9, Synergy_HSA=2.73. (2) Drug 1: CC1C(C(CC(O1)OC2CC(CC3=C2C(=C4C(=C3O)C(=O)C5=C(C4=O)C(=CC=C5)OC)O)(C(=O)C)O)N)O.Cl. Drug 2: CCN(CC)CCNC(=O)C1=C(NC(=C1C)C=C2C3=C(C=CC(=C3)F)NC2=O)C. Cell line: SK-OV-3. Synergy scores: CSS=6.44, Synergy_ZIP=-4.79, Synergy_Bliss=-2.62, Synergy_Loewe=-1.49, Synergy_HSA=-1.46. (3) Drug 1: CCC1(C2=C(COC1=O)C(=O)N3CC4=CC5=C(C=CC(=C5CN(C)C)O)N=C4C3=C2)O.Cl. Drug 2: B(C(CC(C)C)NC(=O)C(CC1=CC=CC=C1)NC(=O)C2=NC=CN=C2)(O)O. Cell line: K-562. Synergy scores: CSS=55.8, Synergy_ZIP=0.366, Synergy_Bliss=1.46, Synergy_Loewe=-0.240, Synergy_HSA=2.73. (4) Drug 1: C1=CC(=CC=C1CCCC(=O)O)N(CCCl)CCCl. Drug 2: C1C(C(OC1N2C=NC3=C2NC=NCC3O)CO)O. Cell line: HL-60(TB). Synergy scores: CSS=65.4, Synergy_ZIP=-2.73, Synergy_Bliss=-7.03, Synergy_Loewe=-14.9, Synergy_HSA=-6.30.